From a dataset of Full USPTO retrosynthesis dataset with 1.9M reactions from patents (1976-2016). Predict the reactants needed to synthesize the given product. (1) Given the product [CH3:1][O:2][C:3](=[O:18])[C:4]1[CH:5]=[CH:6][C:7]([CH2:10][CH:11]2[S:15][C:14](=[O:16])[NH:13][C:12]2=[O:17])=[CH:8][CH:9]=1, predict the reactants needed to synthesize it. The reactants are: [CH3:1][O:2][C:3](=[O:18])[C:4]1[CH:9]=[CH:8][C:7]([CH:10]=[C:11]2[S:15][C:14](=[O:16])[NH:13][C:12]2=[O:17])=[CH:6][CH:5]=1. (2) Given the product [CH2:21]([O:28][C:29]1[C:34]([C:35]([C:2]2[CH:3]=[C:4]([C:8]3[CH:13]=[CH:12][CH:11]=[CH:10][C:9]=3[O:14][CH3:15])[CH:5]=[CH:6][CH:7]=2)([OH:37])[CH3:36])=[CH:33][CH:32]=[CH:31][C:30]=1[C:38]1[CH:43]=[CH:42][CH:41]=[CH:40][CH:39]=1)[C:22]1[CH:23]=[CH:24][CH:25]=[CH:26][CH:27]=1, predict the reactants needed to synthesize it. The reactants are: Br[C:2]1[CH:3]=[C:4]([C:8]2[CH:13]=[CH:12][CH:11]=[CH:10][C:9]=2[O:14][CH3:15])[CH:5]=[CH:6][CH:7]=1.C([Li])CCC.[CH2:21]([O:28][C:29]1[C:34]([C:35](=[O:37])[CH3:36])=[CH:33][CH:32]=[CH:31][C:30]=1[C:38]1[CH:43]=[CH:42][CH:41]=[CH:40][CH:39]=1)[C:22]1[CH:27]=[CH:26][CH:25]=[CH:24][CH:23]=1.[Cl-].[NH4+]. (3) Given the product [C:1]([O:9][C@H:10]1[CH2:15][CH2:14][C@H:13]([O:16][Si:37]([C:40]([CH3:43])([CH3:42])[CH3:41])([CH3:39])[CH3:38])[CH2:12][C@@H:11]1[C:17]1[N:21]([CH3:22])[N:20]=[CH:19][CH:18]=1)(=[O:8])[C:2]1[CH:3]=[CH:4][CH:5]=[CH:6][CH:7]=1, predict the reactants needed to synthesize it. The reactants are: [C:1]([O:9][C@H:10]1[CH2:15][CH2:14][C@H:13]([OH:16])[CH2:12][C@@H:11]1[C:17]1[N:21]([CH3:22])[N:20]=[CH:19][CH:18]=1)(=[O:8])[C:2]1[CH:7]=[CH:6][CH:5]=[CH:4][CH:3]=1.N1C(C)=CC=CC=1C.FC(F)(F)S(O[Si:37]([C:40]([CH3:43])([CH3:42])[CH3:41])([CH3:39])[CH3:38])(=O)=O.O. (4) Given the product [Br:1][C:2]1[CH:7]=[CH:6][C:5]2[NH:8][C:9](=[O:13])[N:15]3[N:22]=[CH:17][N:19]=[C:14]3[C:4]=2[C:3]=1[F:16], predict the reactants needed to synthesize it. The reactants are: [Br:1][C:2]1[CH:7]=[CH:6][C:5]([NH:8][C:9](=[O:13])OCC)=[C:4]([C:14]#[N:15])[C:3]=1[F:16].[CH:17]([NH:19]N)=O.C[N:22]1CCCC1=O. (5) Given the product [NH2:1][C:2]1[S:3][C:4]2[C:9]([NH:10][C@@H:11]([CH2:12][OH:13])[CH2:14][CH:15]([CH3:16])[CH3:17])=[N:8][C:7]([S:18][C@H:21]([C:23]3[CH:24]=[C:25]([CH:28]=[CH:29][CH:30]=3)[C:26]#[N:27])[CH3:22])=[N:6][C:5]=2[N:19]=1, predict the reactants needed to synthesize it. The reactants are: [NH2:1][C:2]1[S:3][C:4]2[C:9]([NH:10][C@H:11]([CH2:14][CH:15]([CH3:17])[CH3:16])[CH2:12][OH:13])=[N:8][C:7]([SH:18])=[N:6][C:5]=2[N:19]=1.Cl[C@@H:21]([C:23]1[CH:24]=[C:25]([CH:28]=[CH:29][CH:30]=1)[C:26]#[N:27])[CH3:22]. (6) Given the product [O:2]1[C:12]2[CH:11]=[C:10]([CH2:13][NH:14][CH:15]3[CH2:20][CH2:19][N:18]([CH2:21][CH2:22][N:23]4[C:32]5[C:27](=[N:28][CH:29]=[C:30]([O:36][CH3:35])[CH:31]=5)[CH:26]=[CH:25][C:24]4=[O:34])[CH2:17][CH2:16]3)[N:9]=[CH:8][C:7]=2[O:6][CH2:5][CH2:4][CH2:3]1, predict the reactants needed to synthesize it. The reactants are: Cl.[O:2]1[C:12]2[CH:11]=[C:10]([CH2:13][NH:14][CH:15]3[CH2:20][CH2:19][N:18]([CH2:21][CH2:22][N:23]4[C:32]5[C:27](=[N:28][CH:29]=[C:30](F)[CH:31]=5)[CH:26]=[CH:25][C:24]4=[O:34])[CH2:17][CH2:16]3)[N:9]=[CH:8][C:7]=2[O:6][CH2:5][CH2:4][CH2:3]1.[C:35](=O)([O-])[OH:36].[Na+].